From a dataset of Full USPTO retrosynthesis dataset with 1.9M reactions from patents (1976-2016). Predict the reactants needed to synthesize the given product. (1) Given the product [C:1]([O:5][C:6]([N:8]1[CH2:20][C@@H:19]([CH3:21])[N:18]2[C@H:10]([CH2:11][C:12]3[C:17]2=[N:16][C:15]([CH:22]([OH:23])[CH3:24])=[CH:14][CH:13]=3)[CH2:9]1)=[O:7])([CH3:2])([CH3:4])[CH3:3], predict the reactants needed to synthesize it. The reactants are: [C:1]([O:5][C:6]([N:8]1[CH2:20][C@@H:19]([CH3:21])[N:18]2[C@H:10]([CH2:11][C:12]3[C:17]2=[N:16][C:15]([CH:22]=[O:23])=[CH:14][CH:13]=3)[CH2:9]1)=[O:7])([CH3:4])([CH3:3])[CH3:2].[CH3:24][Mg]Br. (2) Given the product [Cl:9][C:10]1[C:15]([Cl:16])=[CH:14][CH:13]=[CH:12][C:11]=1[S:17]([NH:1][C:2]1[O:6][N:5]=[C:4]([CH3:7])[C:3]=1[Br:8])(=[O:19])=[O:18], predict the reactants needed to synthesize it. The reactants are: [NH2:1][C:2]1[O:6][N:5]=[C:4]([CH3:7])[C:3]=1[Br:8].[Cl:9][C:10]1[C:15]([Cl:16])=[CH:14][CH:13]=[CH:12][C:11]=1[S:17](Cl)(=[O:19])=[O:18]. (3) Given the product [C:5]1([CH3:11])[CH:10]=[CH:9][CH:8]=[CH:7][CH:6]=1.[CH3:1][C:2]([CH3:4])=[O:3], predict the reactants needed to synthesize it. The reactants are: [CH3:1][C:2]([CH3:4])=[O:3].[C:5]1([CH3:11])[CH:10]=[CH:9][CH:8]=[CH:7][CH:6]=1. (4) Given the product [C:6]([O:94][C:93]([N:30]([CH2:33][C:35]1[CH:40]=[CH:39][C:38]([B:41]([OH:43])[OH:42])=[CH:37][CH:36]=1)[CH2:29][C:28]1[N:24]([CH2:23][C:22]2[CH:21]=[CH:20][C:19]([O:18][CH3:17])=[CH:32][CH:31]=2)[N:25]=[N:26][CH:27]=1)=[O:96])([CH3:15])([CH3:7])[CH3:5], predict the reactants needed to synthesize it. The reactants are: COC1C=[CH:15][C:6]([CH2:7]N2C=C(CN)N=N2)=[CH:5]C=1.[CH3:17][O:18][C:19]1[CH:32]=[CH:31][C:22]([CH2:23][N:24]2[C:28]([CH2:29][NH2:30])=[CH:27][N:26]=[N:25]2)=[CH:21][CH:20]=1.[CH:33]([C:35]1[CH:40]=[CH:39][C:38]([B:41]([OH:43])[OH:42])=[CH:37][CH:36]=1)=O.C(O[BH-](OC(=O)C)OC(=O)C)(=O)C.[Na+].C1(B(O)O)C=CC=CC=1.COC1C=CC(CN2C(CNCOB(C3C=CC=CC=3)O)=CN=N2)=CC=1.[C:93](=[O:96])([O-])[O-:94].[K+].[K+]. (5) Given the product [C:4]([O:3][C:1]([N:8]1[CH2:9][CH2:10][N:11]([C:1]([N:8]2[CH2:13][CH2:14][O:17][CH2:10][CH2:9]2)=[O:2])[CH2:12][CH2:13]1)=[O:2])([CH3:7])([CH3:6])[CH3:5], predict the reactants needed to synthesize it. The reactants are: [C:1]([N:8]1[CH2:13][CH2:12][NH:11][CH2:10][CH2:9]1)([O:3][C:4]([CH3:7])([CH3:6])[CH3:5])=[O:2].[C:14](=[O:17])([O-])[O-].[K+].[K+].